This data is from Catalyst prediction with 721,799 reactions and 888 catalyst types from USPTO. The task is: Predict which catalyst facilitates the given reaction. (1) Reactant: [N:1]1[NH:2][CH:3]=[C:4]2[C:9]=1[CH2:8][CH2:7][NH:6][C:5]2=[O:10].[H-].[Na+].F[C:14]1[CH:15]=[N:16][CH:17]=[CH:18][CH:19]=1. Product: [N:16]1[CH:17]=[CH:18][CH:19]=[C:14]([N:2]2[CH:3]=[C:4]3[C:5](=[O:10])[NH:6][CH2:7][CH2:8][C:9]3=[N:1]2)[CH:15]=1. The catalyst class is: 9. (2) Reactant: [C:1]([C:3]1[CH:4]=[C:5]([C:10]2[CH:11]=[C:12]([CH:17]=[CH:18][N:19]=2)[C:13]([O:15][CH3:16])=[O:14])[CH:6]=[CH:7][C:8]=1[OH:9])#[N:2].[F:20][C:21]([F:34])([F:33])[S:22](O[S:22]([C:21]([F:34])([F:33])[F:20])(=[O:24])=[O:23])(=[O:24])=[O:23].C(N(C(C)C)CC)(C)C. Product: [C:1]([C:3]1[CH:4]=[C:5]([C:10]2[CH:11]=[C:12]([CH:17]=[CH:18][N:19]=2)[C:13]([O:15][CH3:16])=[O:14])[CH:6]=[CH:7][C:8]=1[O:9][S:22]([C:21]([F:34])([F:33])[F:20])(=[O:24])=[O:23])#[N:2]. The catalyst class is: 4. (3) The catalyst class is: 69. Reactant: [Cl-].O[NH3+:3].[C:4](=[O:7])([O-])[OH:5].[Na+].CS(C)=O.[C:13]([C:17]1[CH:22]=[CH:21][C:20]([N:23]2[C:28](=[O:29])[C:27]([CH2:30][C:31]3[CH:36]=[CH:35][C:34]([C:37]4[C:38]([C:43]#[N:44])=[CH:39][CH:40]=[CH:41][CH:42]=4)=[CH:33][CH:32]=3)=[C:26]([CH2:45][CH2:46][CH3:47])[N:25]=[C:24]2[CH3:48])=[CH:19][CH:18]=1)([CH3:16])([CH3:15])[CH3:14]. Product: [C:13]([C:17]1[CH:18]=[CH:19][C:20]([N:23]2[C:28](=[O:29])[C:27]([CH2:30][C:31]3[CH:32]=[CH:33][C:34]([C:37]4[CH:42]=[CH:41][CH:40]=[CH:39][C:38]=4[C:43]4[NH:3][C:4](=[O:7])[O:5][N:44]=4)=[CH:35][CH:36]=3)=[C:26]([CH2:45][CH2:46][CH3:47])[N:25]=[C:24]2[CH3:48])=[CH:21][CH:22]=1)([CH3:16])([CH3:15])[CH3:14]. (4) Reactant: [OH:1][C@H:2]1[C@H:7]([C:8]2[CH:13]=[CH:12][CH:11]=[CH:10][C:9]=2OS(C(F)(F)F)(=O)=O)[C@@H:6]([O:22][CH2:23][C:24]2[CH:25]=[CH:26][C:27]3[O:32][CH2:31][CH2:30][N:29]([CH2:33][CH2:34][CH2:35][O:36][CH3:37])[C:28]=3[CH:38]=2)[CH2:5][N:4](C(OCC2C=CC=CC=2)=O)[CH2:3]1.[C:49](=[O:52])(O)[O-:50].[Na+].C[N:55]([CH3:58])C=O. Product: [C:58]([C:11]1[CH:12]=[CH:13][C:8]([C@@H:7]2[C@@H:6]([O:22][CH2:23][C:24]3[CH:25]=[CH:26][C:27]4[O:32][CH2:31][CH2:30][N:29]([CH2:33][CH2:34][CH2:35][O:36][CH3:37])[C:28]=4[CH:38]=3)[CH2:5][N:4]([C:49]([O:50][CH2:7][C:8]3[CH:13]=[CH:12][CH:11]=[CH:10][CH:9]=3)=[O:52])[CH2:3][C@H:2]2[OH:1])=[CH:9][CH:10]=1)#[N:55]. The catalyst class is: 507. (5) Reactant: [NH2:1][CH2:2][CH:3]1[CH2:8][C:7]([F:10])([F:9])[CH2:6][CH2:5][N:4]1[C:11]([O:13][C:14]([CH3:17])([CH3:16])[CH3:15])=[O:12].[Cl:18][C:19]1[CH:20]=[C:21]2[C:27]([C:28]3[N:33]=[C:32](S(C)=O)[C:31]([F:37])=[CH:30][N:29]=3)=[CH:26][N:25]([S:38]([C:41]3[CH:46]=[CH:45][C:44]([CH3:47])=[CH:43][CH:42]=3)(=[O:40])=[O:39])[C:22]2=[N:23][CH:24]=1. Product: [Cl:18][C:19]1[CH:20]=[C:21]2[C:27]([C:28]3[N:33]=[C:32]([NH:1][CH2:2][CH:3]4[CH2:8][C:7]([F:10])([F:9])[CH2:6][CH2:5][N:4]4[C:11]([O:13][C:14]([CH3:17])([CH3:16])[CH3:15])=[O:12])[C:31]([F:37])=[CH:30][N:29]=3)=[CH:26][N:25]([S:38]([C:41]3[CH:46]=[CH:45][C:44]([CH3:47])=[CH:43][CH:42]=3)(=[O:40])=[O:39])[C:22]2=[N:23][CH:24]=1. The catalyst class is: 1. (6) Reactant: [F:1][C:2]1[CH:3]=[C:4]([CH:15]=[CH:16][CH:17]=1)[CH2:5][O:6][C:7]1[CH:14]=[CH:13][C:10]([CH:11]=O)=[CH:9][CH:8]=1.CCO.[OH2:21].Cl.[NH2:23]O.[OH-].[Na+]. Product: [F:1][C:2]1[CH:3]=[C:4]([CH:15]=[CH:16][CH:17]=1)[CH2:5][O:6][C:7]1[CH:14]=[CH:13][C:10]([CH:11]=[N:23][OH:21])=[CH:9][CH:8]=1. The catalyst class is: 52. (7) Reactant: [Cl:1][C:2]1[CH:34]=[CH:33][C:5]([CH2:6][N:7]2[CH2:12][CH2:11][CH:10]([NH:13][CH2:14][C@@:15]([OH:32])([CH3:31])[CH2:16][O:17][C:18]3[CH:23]=[CH:22][C:21]([F:24])=[CH:20][C:19]=3/[CH:25]=[CH:26]/[C:27]([O:29][CH3:30])=[O:28])[CH2:9][CH2:8]2)=[CH:4][CH:3]=1. Product: [Cl:1][C:2]1[CH:34]=[CH:33][C:5]([CH2:6][N:7]2[CH2:12][CH2:11][CH:10]([NH:13][CH2:14][C@@:15]([OH:32])([CH3:31])[CH2:16][O:17][C:18]3[CH:23]=[CH:22][C:21]([F:24])=[CH:20][C:19]=3[CH2:25][CH2:26][C:27]([O:29][CH3:30])=[O:28])[CH2:9][CH2:8]2)=[CH:4][CH:3]=1. The catalyst class is: 612.